This data is from Full USPTO retrosynthesis dataset with 1.9M reactions from patents (1976-2016). The task is: Predict the reactants needed to synthesize the given product. (1) Given the product [Cl:1][C:2]1[CH:3]=[C:4]([CH:5]2[O:24][CH2:23][CH2:22][O:6]2)[CH:7]=[C:8]([Cl:10])[CH:9]=1, predict the reactants needed to synthesize it. The reactants are: [Cl:1][C:2]1[CH:3]=[C:4]([CH:7]=[C:8]([Cl:10])[CH:9]=1)[CH:5]=[O:6].C1(C)C=CC(S(O)(=O)=O)=CC=1.[CH2:22](O)[CH2:23][OH:24].C(=O)(O)[O-].[Na+]. (2) The reactants are: [Br:1][C:2]1[N:3]=[C:4]([CH2:7][NH:8][CH:9]2[CH2:11][CH2:10]2)[S:5][CH:6]=1.C(N(CC)CC)C.[C:19](Cl)(=[O:21])[CH3:20].C(=O)([O-])O.[Na+]. Given the product [Br:1][C:2]1[N:3]=[C:4]([CH2:7][N:8]([CH:9]2[CH2:10][CH2:11]2)[C:19](=[O:21])[CH3:20])[S:5][CH:6]=1, predict the reactants needed to synthesize it.